From a dataset of Peptide-MHC class I binding affinity with 185,985 pairs from IEDB/IMGT. Regression. Given a peptide amino acid sequence and an MHC pseudo amino acid sequence, predict their binding affinity value. This is MHC class I binding data. (1) The peptide sequence is SPLPITLKY. The MHC is HLA-A02:01 with pseudo-sequence HLA-A02:01. The binding affinity (normalized) is 0.0847. (2) The peptide sequence is KRKRITVLDI. The MHC is Mamu-B08 with pseudo-sequence Mamu-B08. The binding affinity (normalized) is 0.485. (3) The peptide sequence is CVYNMMGKR. The MHC is HLA-A03:01 with pseudo-sequence HLA-A03:01. The binding affinity (normalized) is 0.616. (4) The peptide sequence is LPQYFTFDL. The MHC is HLA-A23:01 with pseudo-sequence HLA-A23:01. The binding affinity (normalized) is 0.0847.